From a dataset of Forward reaction prediction with 1.9M reactions from USPTO patents (1976-2016). Predict the product of the given reaction. (1) Given the reactants [N+:1]([C:4]1[CH:5]=[CH:6][C:7]([C:15]([F:18])([F:17])[F:16])=[C:8]([NH:10][C:11](=[O:14])[CH:12]=[CH2:13])[CH:9]=1)([O-])=O.[Cl-].[NH4+], predict the reaction product. The product is: [NH2:1][C:4]1[CH:5]=[CH:6][C:7]([C:15]([F:16])([F:17])[F:18])=[C:8]([NH:10][C:11](=[O:14])[CH:12]=[CH2:13])[CH:9]=1. (2) Given the reactants [CH2:1]([CH2:4]OC)OC.Br[C:8]1[CH:9]=[N:10][C:11]2[C:16]([CH:17]=1)=[CH:15][CH:14]=[CH:13][CH:12]=2.C(=O)([O-])[O-].[K+].[K+], predict the reaction product. The product is: [C:17]1([C:8]2[CH:9]=[N:10][C:13]3[C:1]([CH:4]=2)=[CH:15][CH:16]=[CH:11][CH:12]=3)[C:16]2[C:11](=[CH:12][CH:13]=[CH:14][CH:15]=2)[CH:9]=[CH:8][CH:17]=1. (3) Given the reactants Cl[C:2]1[CH:3]=[C:4]2[C:13](=[CH:14][CH:15]=1)[C:12](=[O:16])[NH:11][C:10]1[CH2:9][CH:8]([CH:17]([CH3:19])[CH3:18])[O:7][CH2:6][C:5]2=1.[CH:20]1(B(O)O)[CH2:22][CH2:21]1.C1(P(C2CCCCC2)C2CCCCC2)CCCCC1.[O-]P([O-])([O-])=O.[K+].[K+].[K+], predict the reaction product. The product is: [CH:20]1([C:2]2[CH:3]=[C:4]3[C:13](=[CH:14][CH:15]=2)[C:12](=[O:16])[NH:11][C:10]2[CH2:9][CH:8]([CH:17]([CH3:19])[CH3:18])[O:7][CH2:6][C:5]3=2)[CH2:22][CH2:21]1. (4) Given the reactants Br[C:2]1[CH:3]=[C:4]([CH:7]=[CH:8][CH:9]=1)[C:5]#[N:6].C([N:17]1[CH2:22][CH2:21][CH:20]([CH2:23][NH2:24])[CH2:19][CH2:18]1)(OC(C)(C)C)=O.[C:25]([O-:28])([O-])=[O:26].[Cs+].[Cs+], predict the reaction product. The product is: [C:4]([O:28][C:25](=[O:26])[NH:24][CH2:23][CH:20]1[CH2:19][CH2:18][N:17]([C:2]2[CH:9]=[CH:8][CH:7]=[C:4]([C:5]#[N:6])[CH:3]=2)[CH2:22][CH2:21]1)([CH3:7])([CH3:5])[CH3:3]. (5) Given the reactants [O:1]1[C:6]2[CH:7]=[CH:8][C:9]([C:11](=[O:13])[CH3:12])=[CH:10][C:5]=2[CH2:4][CH2:3][CH2:2]1.[H-].[Na+].[F:16][C:17]([F:24])([F:23])[C:18](OCC)=[O:19].O, predict the reaction product. The product is: [O:1]1[C:6]2[CH:7]=[CH:8][C:9]([C:11](=[O:13])[CH2:12][C:18](=[O:19])[C:17]([F:24])([F:23])[F:16])=[CH:10][C:5]=2[CH2:4][CH2:3][CH2:2]1. (6) Given the reactants [Cl:1][C:2]1[CH:7]=[CH:6][C:5]([C:8]2[CH:9]=[C:10]([CH3:17])[C:11]3[N:12]([CH:14]=[CH:15][N:16]=3)[CH:13]=2)=[CH:4][CH:3]=1.[I:18]Cl, predict the reaction product. The product is: [Cl:1][C:2]1[CH:3]=[CH:4][C:5]([C:8]2[CH:9]=[C:10]([CH3:17])[C:11]3[N:12]([C:14]([I:18])=[CH:15][N:16]=3)[CH:13]=2)=[CH:6][CH:7]=1. (7) Given the reactants [CH:1]1([NH2:4])[CH2:3][CH2:2]1.[N:5]1[CH:10]=[CH:9][C:8]([CH:11]=O)=[CH:7][CH:6]=1.[BH4-].[Na+].C(OCC)(=O)C, predict the reaction product. The product is: [N:5]1[CH:10]=[CH:9][C:8]([CH2:11][NH:4][CH:1]2[CH2:3][CH2:2]2)=[CH:7][CH:6]=1. (8) The product is: [F:1][C:2]1[CH:7]=[C:6]([O:8][CH2:9][CH2:10][CH2:11][CH2:12][CH2:13][CH3:14])[CH:5]=[CH:4][C:3]=1[NH2:15]. Given the reactants [F:1][C:2]1[CH:7]=[C:6]([O:8][CH2:9][CH2:10][CH2:11][CH2:12][CH2:13][CH3:14])[CH:5]=[CH:4][C:3]=1[N+:15]([O-])=O.C(OCCCOCCCCCCCCN)C, predict the reaction product.